This data is from Forward reaction prediction with 1.9M reactions from USPTO patents (1976-2016). The task is: Predict the product of the given reaction. (1) Given the reactants C([O:3][C:4](=O)[CH2:5][N:6]1[C:19]2[CH:18]=[CH:17][CH:16]=[CH:15][C:14]=2[O:13][C:12]2[C:7]1=[CH:8][CH:9]=[CH:10][CH:11]=2)C.[H-].[Al+3].[Li+].[H-].[H-].[H-], predict the reaction product. The product is: [CH:18]1[C:19]2[N:6]([CH2:5][CH2:4][OH:3])[C:7]3[C:12](=[CH:11][CH:10]=[CH:9][CH:8]=3)[O:13][C:14]=2[CH:15]=[CH:16][CH:17]=1. (2) Given the reactants Br[C:2]1[CH:3]=[C:4]([C:7]([NH2:9])=[O:8])[O:5][CH:6]=1.[B:10]1([B:10]2[O:14][C:13]([CH3:16])([CH3:15])[C:12]([CH3:18])([CH3:17])[O:11]2)[O:14][C:13]([CH3:16])([CH3:15])[C:12]([CH3:18])([CH3:17])[O:11]1.CC([O-])=O.[K+], predict the reaction product. The product is: [CH3:17][C:12]1([CH3:18])[C:13]([CH3:16])([CH3:15])[O:14][B:10]([C:2]2[CH:3]=[C:4]([C:7]([NH2:9])=[O:8])[O:5][CH:6]=2)[O:11]1. (3) The product is: [CH3:93][O:92][C:64]1[CH:63]=[C:62]2[C:67]([C:68]([NH:70][C:71]3[CH:72]=[C:73]4[C:77](=[CH:78][CH:79]=3)[N:76]([C:80]([O:82][C:83]([CH3:86])([CH3:85])[CH3:84])=[O:81])[N:75]=[CH:74]4)=[N:69][C:60]([C:56]3[CH:57]=[CH:58][CH:59]=[C:54]([NH:53][C:8](=[O:10])[CH2:7][N:4]4[CH2:3][CH2:2][O:1][CH2:6][CH2:5]4)[CH:55]=3)=[N:61]2)=[CH:66][C:65]=1[O:87][CH2:88][CH2:89][O:90][CH3:91]. Given the reactants [O:1]1[CH2:6][CH2:5][N:4]([CH2:7][C:8]([OH:10])=O)[CH2:3][CH2:2]1.CCN(C(C)C)C(C)C.C1CN([P+](ON2N=NC3C=CC=CC2=3)(N2CCCC2)N2CCCC2)CC1.F[P-](F)(F)(F)(F)F.[NH2:53][C:54]1[CH:55]=[C:56]([C:60]2[N:69]=[C:68]([NH:70][C:71]3[CH:72]=[C:73]4[C:77](=[CH:78][CH:79]=3)[N:76]([C:80]([O:82][C:83]([CH3:86])([CH3:85])[CH3:84])=[O:81])[N:75]=[CH:74]4)[C:67]3[C:62](=[CH:63][C:64]([O:92][CH3:93])=[C:65]([O:87][CH2:88][CH2:89][O:90][CH3:91])[CH:66]=3)[N:61]=2)[CH:57]=[CH:58][CH:59]=1, predict the reaction product. (4) Given the reactants [CH3:1][C:2]1[CH:3]=[N:4][N:5]([C:7]2[CH:12]=[CH:11][N:10]=[CH:9][C:8]=2[N:13]2[CH2:18][CH2:17][CH:16]([C:19](O)=[O:20])[CH2:15][CH2:14]2)[CH:6]=1.CN(C=O)C.CN(C(ON1N=NC2C=CC=NC1=2)=[N+](C)C)C.F[P-](F)(F)(F)(F)F.[F:51][C:52]1([F:60])[CH2:56][NH:55][C@H:54]([C:57]([NH2:59])=[O:58])[CH2:53]1, predict the reaction product. The product is: [F:51][C:52]1([F:60])[CH2:56][N:55]([C:19]([CH:16]2[CH2:15][CH2:14][N:13]([C:8]3[CH:9]=[N:10][CH:11]=[CH:12][C:7]=3[N:5]3[CH:6]=[C:2]([CH3:1])[CH:3]=[N:4]3)[CH2:18][CH2:17]2)=[O:20])[C@H:54]([C:57]([NH2:59])=[O:58])[CH2:53]1.